From a dataset of Full USPTO retrosynthesis dataset with 1.9M reactions from patents (1976-2016). Predict the reactants needed to synthesize the given product. Given the product [CH2:20]([N:3]([CH2:4][C:5]1[CH:10]=[C:9]([C:11]2[CH:16]=[CH:15][N:14]3[C:17]([C:23]4[CH:28]=[CH:27][C:26]([NH2:29])=[C:25]([F:30])[CH:24]=4)=[CH:18][N:19]=[C:13]3[CH:12]=2)[CH:8]=[CH:7][N:6]=1)[CH2:1][CH3:2])[CH3:21], predict the reactants needed to synthesize it. The reactants are: [CH2:1]([N:3]([CH2:20][CH3:21])[CH2:4][C:5]1[CH:10]=[C:9]([C:11]2[CH:16]=[CH:15][N:14]3[CH:17]=[CH:18][N:19]=[C:13]3[CH:12]=2)[CH:8]=[CH:7][N:6]=1)[CH3:2].Br[C:23]1[CH:28]=[CH:27][C:26]([NH2:29])=[C:25]([F:30])[CH:24]=1.C([O-])(=O)C.[K+].